This data is from Full USPTO retrosynthesis dataset with 1.9M reactions from patents (1976-2016). The task is: Predict the reactants needed to synthesize the given product. (1) Given the product [Cl:54][C:51]1[CH:50]=[CH:49][C:48]([C:45]2([C:31]3[C:30]([OH:37])=[C:8]([C:23]([OH:25])=[O:24])[C:29]4[C:33](=[CH:34][CH:35]=[C:27]([CH3:26])[CH:28]=4)[N:32]=3)[CH2:46][CH2:47]2)=[CH:53][CH:52]=1, predict the reactants needed to synthesize it. The reactants are: C(C1C=CC=C2C=1N=C(C1(C3C=CC=CC=3)CC1)C(O)=[C:8]2[C:23]([OH:25])=[O:24])C.[CH3:26][C:27]1[CH:28]=[C:29]2[C:33](=[CH:34][CH:35]=1)[NH:32][C:31](=O)[C:30]2=[O:37].C(OCC([C:45]1([C:48]2[CH:53]=[CH:52][C:51]([Cl:54])=[CH:50][CH:49]=2)[CH2:47][CH2:46]1)=O)(=O)C. (2) Given the product [N+:28]([C:25]1[CH:26]=[CH:27][C:22]([NH:6][C@H:7]2[CH2:12][CH2:11][C@H:10]([OH:13])[CH2:9][CH2:8]2)=[N:23][CH:24]=1)([O-:30])=[O:29], predict the reactants needed to synthesize it. The reactants are: O1CCCC1.[NH2:6][C@H:7]1[CH2:12][CH2:11][C@H:10]([OH:13])[CH2:9][CH2:8]1.C(N(CC)CC)C.Cl[C:22]1[CH:27]=[CH:26][C:25]([N+:28]([O-:30])=[O:29])=[CH:24][N:23]=1. (3) Given the product [F:28][C:23]([C:5]1[CH:6]=[CH:7][C:2]([NH2:1])=[CH:3][CH:4]=1)([C:24]([F:27])([F:26])[F:25])[C:22]([F:31])([F:30])[F:21], predict the reactants needed to synthesize it. The reactants are: [NH2:1][C:2]1[CH:7]=[CH:6][CH:5]=[CH:4][CH:3]=1.S(S([O-])=O)([O-])=O.[Na+].[Na+].C(=O)([O-])O.[Na+].[F:21][C:22]([F:31])([F:30])[C:23](I)([F:28])[C:24]([F:27])([F:26])[F:25]. (4) Given the product [Cl:32][C:17]1([C:11]2[CH:10]=[C:9]([C:3]3[CH:4]=[CH:5][C:6]([Cl:8])=[CH:7][C:2]=3[Cl:1])[CH:14]=[CH:13][C:12]=2[CH2:15][CH3:16])[C:22](=[O:23])[C:21]([CH3:25])([CH3:24])[O:20][C:19]([CH3:27])([CH3:26])[C:18]1=[O:28], predict the reactants needed to synthesize it. The reactants are: [Cl:1][C:2]1[CH:7]=[C:6]([Cl:8])[CH:5]=[CH:4][C:3]=1[C:9]1[CH:14]=[CH:13][C:12]([CH2:15][CH3:16])=[C:11]([CH:17]2[C:22](=[O:23])[C:21]([CH3:25])([CH3:24])[O:20][C:19]([CH3:27])([CH3:26])[C:18]2=[O:28])[CH:10]=1.S(Cl)([Cl:32])(=O)=O. (5) Given the product [NH2:10][C:11]1[CH:12]=[CH:13][C:14]([C:17]2[N:22]=[C:21]([NH:23][CH2:24][C:25]([F:28])([F:27])[F:26])[C:20]([C:29]3[C:34]([F:35])=[CH:33][C:32]([O:41][CH2:8][CH2:7][CH2:6][N:4]([CH3:5])[CH3:3])=[CH:31][C:30]=3[F:37])=[C:19]([Cl:38])[N:18]=2)=[N:15][CH:16]=1, predict the reactants needed to synthesize it. The reactants are: [H-].[Na+].[CH3:3][N:4]([CH:6](O)[CH2:7][CH3:8])[CH3:5].[NH2:10][C:11]1[CH:12]=[CH:13][C:14]([C:17]2[N:22]=[C:21]([NH:23][CH2:24][C:25]([F:28])([F:27])[F:26])[C:20]([C:29]3[C:34]([F:35])=[CH:33][C:32](F)=[CH:31][C:30]=3[F:37])=[C:19]([Cl:38])[N:18]=2)=[N:15][CH:16]=1.C(OCC)(=[O:41])C.